From a dataset of Forward reaction prediction with 1.9M reactions from USPTO patents (1976-2016). Predict the product of the given reaction. (1) The product is: [CH:24]1([C:5]2([CH2:9][CH2:10][C:11]3[CH:16]=[CH:15][C:14]([C:17]4[C:18]([CH3:23])=[N:19][O:20][C:21]=4[CH3:22])=[CH:13][CH:12]=3)[O:4][C:3](=[O:29])[C:2]([S:41][C:39]3[N:40]=[C:33]4[N:32]=[C:31]([CH3:30])[CH:36]=[C:35]([CH3:37])[N:34]4[N:38]=3)=[C:7]([OH:8])[CH2:6]2)[CH2:25][CH2:26][CH2:27][CH2:28]1. Given the reactants Cl[C:2]1[C:3](=[O:29])[O:4][C:5]([CH:24]2[CH2:28][CH2:27][CH2:26][CH2:25]2)([CH2:9][CH2:10][C:11]2[CH:16]=[CH:15][C:14]([C:17]3[C:18]([CH3:23])=[N:19][O:20][C:21]=3[CH3:22])=[CH:13][CH:12]=2)[CH2:6][C:7]=1[OH:8].[CH3:30][C:31]1[CH:36]=[C:35]([CH3:37])[N:34]2[N:38]=[C:39]([SH:41])[N:40]=[C:33]2[N:32]=1, predict the reaction product. (2) Given the reactants [Br:1][C:2]1[C:11]2[C:6](=[CH:7][CH:8]=[CH:9][C:10]=2[N+:12]([O-])=O)[CH:5]=[N:4][CH:3]=1.Cl.[OH-].[Na+], predict the reaction product. The product is: [NH2:12][C:10]1[CH:9]=[CH:8][CH:7]=[C:6]2[C:11]=1[C:2]([Br:1])=[CH:3][N:4]=[CH:5]2. (3) Given the reactants I[C:2]1[CH:3]=[C:4]2[C:9](=[CH:10][CH:11]=1)[O:8][CH2:7][CH2:6][C@@H:5]2[NH:12][C:13](=[O:19])[O:14][C:15]([CH3:18])([CH3:17])[CH3:16].[B:20]1([B:20]2[O:24][C:23]([CH3:26])([CH3:25])[C:22]([CH3:28])([CH3:27])[O:21]2)[O:24][C:23]([CH3:26])([CH3:25])[C:22]([CH3:28])([CH3:27])[O:21]1.C([O-])(=O)C.[K+].ClCCl, predict the reaction product. The product is: [CH3:27][C:22]1([CH3:28])[C:23]([CH3:26])([CH3:25])[O:24][B:20]([C:2]2[CH:3]=[C:4]3[C:9](=[CH:10][CH:11]=2)[O:8][CH2:7][CH2:6][C@@H:5]3[NH:12][C:13](=[O:19])[O:14][C:15]([CH3:18])([CH3:17])[CH3:16])[O:21]1. (4) Given the reactants C1O[C:4]2([CH:13]([C:14]3[CH:19]=[CH:18][C:17]([C:20]([F:23])([F:22])[F:21])=[CH:16][CH:15]=3)[CH2:12][C:11]3[C:6](=CC=C[CH:10]=3)[CH:5]2OCC2C=CC=CC=2)OC1.O.[C:34]1([CH3:44])[C:35](S(O)(=O)=O)=C[CH:37]=[CH:38][CH:39]=1.[C:45](=[O:48])(O)[O-].[Na+].[CH3:50][C:51]([CH3:53])=[O:52], predict the reaction product. The product is: [F:23][C:20]([F:22])([F:21])[C:17]1[CH:16]=[CH:15][C:14]([C:13]2[CH:12]=[C:11]([CH:6]=[CH:5][CH:4]=2)[CH2:10][O:52][C:51]2[CH:53]=[C:39]3[C:34](=[CH:35][CH:50]=2)[CH2:44][C:45](=[O:48])[CH2:37][CH2:38]3)=[CH:19][CH:18]=1.